This data is from Forward reaction prediction with 1.9M reactions from USPTO patents (1976-2016). The task is: Predict the product of the given reaction. (1) Given the reactants [Br:1][C:2]1[CH:3]=[C:4]2[C:9](=[CH:10][CH:11]=1)[N:8]1[C:12]([C:15]3[CH:20]=[CH:19][CH:18]=[CH:17][CH:16]=3)=[N:13][N:14]=[C:7]1[CH:6]=[N:5]2.[OH:21]O.O, predict the reaction product. The product is: [Br:1][C:2]1[CH:3]=[C:4]2[C:9](=[CH:10][CH:11]=1)[N:8]1[C:12]([C:15]3[CH:20]=[CH:19][CH:18]=[CH:17][CH:16]=3)=[N:13][N:14]=[C:7]1[C:6](=[O:21])[NH:5]2. (2) Given the reactants [I-].[CH:2]([P+](C1C=CC=CC=1)(C1C=CC=CC=1)C1C=CC=CC=1)([CH3:4])[CH3:3].[F:24][C:25]1([F:41])[O:29][C:28]2[CH:30]=[CH:31][C:32]([CH:34]=[CH:35][C:36]([O:38][CH2:39][CH3:40])=[O:37])=[CH:33][C:27]=2[O:26]1, predict the reaction product. The product is: [F:41][C:25]1([F:24])[O:29][C:28]2[CH:30]=[CH:31][C:32]([C@H:34]3[C@H:35]([C:36]([O:38][CH2:39][CH3:40])=[O:37])[C:2]3([CH3:4])[CH3:3])=[CH:33][C:27]=2[O:26]1. (3) Given the reactants N1C(Cl)=NC(Cl)=NC=1[Cl:3].CN(C=O)C.[Br:15][C:16]1[C:17](=[O:42])[N:18]([CH2:33][C:34]2[CH:39]=[N:38][C:37]([CH2:40]O)=[CH:36][N:35]=2)[C:19]([CH3:32])=[CH:20][C:21]=1[O:22][CH2:23][C:24]1[CH:29]=[CH:28][C:27]([F:30])=[CH:26][C:25]=1[F:31], predict the reaction product. The product is: [Br:15][C:16]1[C:17](=[O:42])[N:18]([CH2:33][C:34]2[CH:39]=[N:38][C:37]([CH2:40][Cl:3])=[CH:36][N:35]=2)[C:19]([CH3:32])=[CH:20][C:21]=1[O:22][CH2:23][C:24]1[CH:29]=[CH:28][C:27]([F:30])=[CH:26][C:25]=1[F:31]. (4) Given the reactants [Br:1][C:2]1[CH:11]=[CH:10][C:5]([C:6](OC)=[O:7])=[C:4]([CH2:12]Br)[CH:3]=1.[NH3:14].CO, predict the reaction product. The product is: [Br:1][C:2]1[CH:3]=[C:4]2[C:5](=[CH:10][CH:11]=1)[C:6](=[O:7])[NH:14][CH2:12]2. (5) Given the reactants [CH2:1]([C:11]1[CH:16]=[CH:15][C:14]([C:17]([C:19]2[CH:24]=[CH:23][CH:22]=[CH:21][C:20]=2I)=[O:18])=[CH:13][CH:12]=1)[CH2:2][CH2:3][CH2:4][CH2:5][CH2:6][CH2:7][CH2:8][CH2:9][CH3:10].[B:26]1([B:26]2[O:30][C:29]([CH3:32])([CH3:31])[C:28]([CH3:34])([CH3:33])[O:27]2)[O:30][C:29]([CH3:32])([CH3:31])[C:28]([CH3:34])([CH3:33])[O:27]1.C([O-])(=O)C.[K+], predict the reaction product. The product is: [CH2:1]([C:11]1[CH:16]=[CH:15][C:14]([C:17]([C:19]2[CH:24]=[CH:23][CH:22]=[CH:21][C:20]=2[B:26]2[O:30][C:29]([CH3:32])([CH3:31])[C:28]([CH3:34])([CH3:33])[O:27]2)=[O:18])=[CH:13][CH:12]=1)[CH2:2][CH2:3][CH2:4][CH2:5][CH2:6][CH2:7][CH2:8][CH2:9][CH3:10]. (6) Given the reactants [O:1]1[C@H:5]2[O:6][CH2:7][CH2:8][C@H:4]2[C@@H:3]([O:9][C:10](=[O:12])O)[CH2:2]1.CN1C(=[O:19])CCC1=O.[NH2:21][C:22]1[CH:27]=[CH:26][C:25]([S:28]([N:31]([CH2:36][CH:37]([OH:47])[CH:38]([NH2:46])[CH2:39][C:40]2[CH:45]=[CH:44][CH:43]=[CH:42][CH:41]=2)[CH2:32][CH:33]([CH3:35])[CH3:34])(=[O:30])=[O:29])=[CH:24][CH:23]=1, predict the reaction product. The product is: [CH3:35][CH:33]([CH2:32][N:31]([S:28]([C:25]1[CH:26]=[CH:27][C:22]([NH2:21])=[CH:23][CH:24]=1)(=[O:30])=[O:29])[CH2:36][C@@H:37]([OH:47])[C@@H:38]([NH:46][C:10]([O:9][C@@H:3]1[C@@H:4]2[CH2:8][CH2:7][O:6][C@@H:5]2[O:1][CH2:2]1)=[O:12])[CH2:39][C:40]1[CH:45]=[CH:44][CH:43]=[CH:42][CH:41]=1)[CH3:34].[OH2:19]. (7) Given the reactants [C:1]1([N:7]=[C:8]2[NH:12][C:11](=[O:13])[CH2:10][S:9]2)[CH:6]=[CH:5][CH:4]=[CH:3][CH:2]=1.[CH3:14][C:15]([O-])=O.[Na+].[CH3:19][C:20](O)=O, predict the reaction product. The product is: [C:20]1([CH:19]=[CH:15][CH:14]=[C:10]2[S:9][C:8](=[N:7][C:1]3[CH:2]=[CH:3][CH:4]=[CH:5][CH:6]=3)[NH:12][C:11]2=[O:13])[CH:5]=[CH:6][CH:1]=[CH:2][CH:3]=1.